From a dataset of TCR-epitope binding with 47,182 pairs between 192 epitopes and 23,139 TCRs. Binary Classification. Given a T-cell receptor sequence (or CDR3 region) and an epitope sequence, predict whether binding occurs between them. (1) The epitope is CLGGLLTMV. The TCR CDR3 sequence is CASSPFEGGSYEQYF. Result: 0 (the TCR does not bind to the epitope). (2) The TCR CDR3 sequence is CSARTGVEQFF. Result: 1 (the TCR binds to the epitope). The epitope is KLNVGDYFV. (3) The epitope is KAYNVTQAF. The TCR CDR3 sequence is CASSFGAGGARTGELFF. Result: 1 (the TCR binds to the epitope). (4) The epitope is ISPRTLNAW. The TCR CDR3 sequence is CASSFVGGLREQYF. Result: 0 (the TCR does not bind to the epitope).